From a dataset of Catalyst prediction with 721,799 reactions and 888 catalyst types from USPTO. Predict which catalyst facilitates the given reaction. (1) Reactant: C(C(CC)=CCCC(C(O)=O)C(O)=O)C.[CH3:16][C:17]([CH2:28][CH:29]=[CH2:30])([C:23](OCC)=[O:24])[C:18](OCC)=[O:19].[H-].[Al+3].[Li+].[H-].[H-].[H-].O.[OH-].[Na+]. Product: [CH3:16][C:17]([CH2:28][CH:29]=[CH2:30])([CH2:23][OH:24])[CH2:18][OH:19]. The catalyst class is: 7. (2) Reactant: [NH2:1][CH2:2][C:3]1[CH:4]=[C:5]([NH:9][C:10]2[N:15]=[C:14]([NH:16][C:17]3[CH:26]=[CH:25][CH:24]=[CH:23][C:18]=3[C:19]([NH:21][CH3:22])=[O:20])[C:13]([Cl:27])=[CH:12][N:11]=2)[CH:6]=[CH:7][CH:8]=1.CCN(C(C)C)C(C)C.[C:37](Cl)(=[O:40])[CH:38]=[CH2:39]. Product: [C:37]([NH:1][CH2:2][C:3]1[CH:4]=[C:5]([NH:9][C:10]2[N:15]=[C:14]([NH:16][C:17]3[CH:26]=[CH:25][CH:24]=[CH:23][C:18]=3[C:19]([NH:21][CH3:22])=[O:20])[C:13]([Cl:27])=[CH:12][N:11]=2)[CH:6]=[CH:7][CH:8]=1)(=[O:40])[CH:38]=[CH2:39]. The catalyst class is: 754. (3) Reactant: C(O)CCCCCCC/C=C\CCCC.[CH2:16]([OH:36])[CH2:17][CH2:18][CH2:19][CH2:20][CH2:21][CH2:22][CH2:23][CH2:24][CH2:25][CH:26]=[CH:27][CH2:28][CH2:29][CH2:30][CH2:31]CCCC.C=CCCCC. Product: [CH2:16]([OH:36])[CH2:17][CH2:18][CH2:19][CH2:20][CH2:21][CH2:22][CH2:23][CH2:24][CH2:25]/[CH:26]=[CH:27]\[CH2:28][CH2:29][CH2:30][CH3:31]. The catalyst class is: 1. (4) Reactant: [Cl:1][C:2]1[CH:3]=[C:4]([CH:9]2[C@@H:14]([CH2:15][CH2:16][OH:17])[O:13][CH2:12][CH2:11][N:10]2[C:18](=[O:33])[C:19]2[CH:24]=[C:23]([C:25]([F:28])([F:27])[F:26])[CH:22]=[C:21]([C:29]([F:32])([F:31])[F:30])[CH:20]=2)[CH:5]=[CH:6][C:7]=1[Cl:8].C(N(CC)CC)C.[CH3:41][S:42](Cl)(=[O:44])=[O:43].O. Product: [CH3:41][S:42]([O:17][CH2:16][CH2:15][C@H:14]1[O:13][CH2:12][CH2:11][N:10]([C:18](=[O:33])[C:19]2[CH:20]=[C:21]([C:29]([F:30])([F:31])[F:32])[CH:22]=[C:23]([C:25]([F:26])([F:27])[F:28])[CH:24]=2)[CH:9]1[C:4]1[CH:5]=[CH:6][C:7]([Cl:8])=[C:2]([Cl:1])[CH:3]=1)(=[O:44])=[O:43]. The catalyst class is: 2. (5) Reactant: Cl[C:2]1[N:7]=[CH:6][C:5]([CH:8]([OH:13])[CH2:9][CH:10]([CH3:12])[CH3:11])=[CH:4][N:3]=1.[F:14][C:15]([F:26])([F:25])[C:16]1[CH:21]=[CH:20][C:19](B(O)O)=[CH:18][CH:17]=1.[F-].[K+].O. Product: [CH3:11][CH:10]([CH3:12])[CH2:9][CH:8]([C:5]1[CH:4]=[N:3][C:2]([C:19]2[CH:20]=[CH:21][C:16]([C:15]([F:26])([F:25])[F:14])=[CH:17][CH:18]=2)=[N:7][CH:6]=1)[OH:13]. The catalyst class is: 109.